From a dataset of Full USPTO retrosynthesis dataset with 1.9M reactions from patents (1976-2016). Predict the reactants needed to synthesize the given product. (1) Given the product [F:1][C:2]1[C:10]([F:11])=[C:9]([C:12]2[CH:13]=[N:14][C:15]3[N:16]([C:18]([C:21]4([C:24]5[CH:25]=[C:26]6[C:31](=[CH:32][CH:33]=5)[N:30]=[CH:29][CH:28]=[CH:27]6)[CH2:23][CH2:22]4)=[CH:19][N:20]=3)[CH:17]=2)[CH:8]=[CH:7][C:3]=1[C:4]([NH:43][CH3:47])=[O:6], predict the reactants needed to synthesize it. The reactants are: [F:1][C:2]1[C:10]([F:11])=[C:9]([C:12]2[CH:13]=[N:14][C:15]3[N:16]([C:18]([C:21]4([C:24]5[CH:25]=[C:26]6[C:31](=[CH:32][CH:33]=5)[N:30]=[CH:29][CH:28]=[CH:27]6)[CH2:23][CH2:22]4)=[CH:19][N:20]=3)[CH:17]=2)[CH:8]=[CH:7][C:3]=1[C:4]([OH:6])=O.CN.F[P-](F)(F)(F)(F)F.[N:43]1(O[P+](N(C)C)(N(C)C)N(C)C)[C:47]2C=CC=CC=2N=N1.C(N(CC)C(C)C)(C)C. (2) Given the product [C:28]1([C:34]2[C:42]3[S:41][C:40]4[C:43]([C:47]5[CH:48]=[CH:49][C:50]6[N:51]([C:2]7[CH:3]=[CH:4][C:5]([C:8]8[C:21]9[C:16]([C:15]([C:22]%10[CH:27]=[CH:26][CH:25]=[CH:24][CH:23]=%10)=[C:14]%10[C:9]=8[CH:10]=[CH:11][CH:12]=[CH:13]%10)=[CH:17][CH:18]=[CH:19][CH:20]=9)=[CH:6][CH:7]=7)[C:52]7[C:57]([C:58]=6[CH:59]=5)=[CH:56][CH:55]=[CH:54][CH:53]=7)=[CH:44][CH:45]=[CH:46][C:39]=4[C:38]=3[CH:37]=[CH:36][CH:35]=2)[CH:29]=[CH:30][CH:31]=[CH:32][CH:33]=1, predict the reactants needed to synthesize it. The reactants are: Br[C:2]1[CH:7]=[CH:6][C:5]([C:8]2[C:9]3[C:14]([C:15]([C:22]4[CH:27]=[CH:26][CH:25]=[CH:24][CH:23]=4)=[C:16]4[C:21]=2[CH:20]=[CH:19][CH:18]=[CH:17]4)=[CH:13][CH:12]=[CH:11][CH:10]=3)=[CH:4][CH:3]=1.[C:28]1([C:34]2[C:42]3[S:41][C:40]4[C:43]([C:47]5[CH:48]=[CH:49][C:50]6[NH:51][C:52]7[C:57]([C:58]=6[CH:59]=5)=[CH:56][CH:55]=[CH:54][CH:53]=7)=[CH:44][CH:45]=[CH:46][C:39]=4[C:38]=3[CH:37]=[CH:36][CH:35]=2)[CH:33]=[CH:32][CH:31]=[CH:30][CH:29]=1.CC(C)([O-])C.[Na+].C(P(C(C)(C)C)C(C)(C)C)(C)(C)C.